From a dataset of Catalyst prediction with 721,799 reactions and 888 catalyst types from USPTO. Predict which catalyst facilitates the given reaction. (1) Reactant: O=P12OP3(OP(OP(O3)(O1)=O)(=O)O2)=O.[CH3:15][S:16][C:17]1[CH:22]=[CH:21][C:20]([NH:23][C:24](=[O:31])[C:25]([CH3:30])([CH3:29])[C:26]([OH:28])=O)=[CH:19][CH:18]=1. Product: [CH3:29][C:25]1([CH3:30])[C:26](=[O:28])[C:19]2[C:20](=[CH:21][CH:22]=[C:17]([S:16][CH3:15])[CH:18]=2)[NH:23][C:24]1=[O:31]. The catalyst class is: 501. (2) Reactant: [NH2:1][C@@H:2]([C:6]([S:9][CH:10]([CH3:12])[CH3:11])([CH3:8])[CH3:7])[C:3]([OH:5])=[O:4].O1CCOCC1.[OH-].[Na+].Cl[C:22]([O:24][CH2:25][CH3:26])=[O:23]. Product: [CH2:25]([O:24][C:22]([NH:1][C@@H:2]([C:6]([S:9][CH:10]([CH3:12])[CH3:11])([CH3:7])[CH3:8])[C:3]([OH:5])=[O:4])=[O:23])[CH3:26]. The catalyst class is: 6. (3) Reactant: [Cl:1][C:2]1[CH:3]=[C:4]([NH:9][NH2:10])[CH:5]=[CH:6][C:7]=1[Cl:8].C([CH2:13][C:14](=O)[C:15]([O-:17])=[O:16])C.[C:19]1(C)C=CC(S(O)(=O)=O)=C[CH:20]=1. Product: [CH2:19]([O:17][C:15](=[O:16])[C:14](=[N:10][NH:9][C:4]1[CH:5]=[CH:6][C:7]([Cl:8])=[C:2]([Cl:1])[CH:3]=1)[CH3:13])[CH3:20]. The catalyst class is: 48. (4) Reactant: [C:1]1([N:7]2[C:19]3[CH:18]=[CH:17][CH:16]=[CH:15][C:14]=3[C:13]3[C:8]2=[CH:9][CH:10]=[CH:11][CH:12]=3)[CH:6]=[CH:5][CH:4]=[CH:3][CH:2]=1.[Br:20]N1C(=O)CCC1=O. Product: [Br:20][C:16]1[CH:17]=[CH:18][C:19]2[N:7]([C:1]3[CH:2]=[CH:3][CH:4]=[CH:5][CH:6]=3)[C:8]3[C:13]([C:14]=2[CH:15]=1)=[CH:12][CH:11]=[CH:10][CH:9]=3. The catalyst class is: 404. (5) Reactant: [Cr](O[Cr]([O-])(=O)=O)([O-])(=O)=O.[NH+]1C=CC=C[CH:11]=1.[NH+]1C=CC=CC=1.[CH3:22][C:23]([C:26]1[CH:27]=[C:28]([S:32]([N:35]2[C:43]3[C:38](=[CH:39][C:40]([C:44]([F:47])([F:46])[F:45])=[CH:41][CH:42]=3)[CH:37]=[C:36]2[CH:48]([OH:57])[C:49]2[S:53][C:52]([C:54]([OH:56])=[O:55])=[CH:51][CH:50]=2)(=[O:34])=[O:33])[CH:29]=[CH:30][CH:31]=1)([CH3:25])[CH3:24]. Product: [CH3:11][O:55][C:54]([C:52]1[S:53][C:49]([C:48]([C:36]2[N:35]([S:32]([C:28]3[CH:29]=[CH:30][CH:31]=[C:26]([C:23]([CH3:22])([CH3:24])[CH3:25])[CH:27]=3)(=[O:34])=[O:33])[C:43]3[C:38]([CH:37]=2)=[CH:39][C:40]([C:44]([F:45])([F:46])[F:47])=[CH:41][CH:42]=3)=[O:57])=[CH:50][CH:51]=1)=[O:56]. The catalyst class is: 4.